Dataset: TCR-epitope binding with 47,182 pairs between 192 epitopes and 23,139 TCRs. Task: Binary Classification. Given a T-cell receptor sequence (or CDR3 region) and an epitope sequence, predict whether binding occurs between them. (1) The TCR CDR3 sequence is CASSLTAGGEETQYF. The epitope is KPLEFGATSAAL. Result: 1 (the TCR binds to the epitope). (2) The epitope is CLGGLLTMV. The TCR CDR3 sequence is CASSWTGQGYEQYF. Result: 0 (the TCR does not bind to the epitope). (3) The epitope is HTTDPSFLGRY. The TCR CDR3 sequence is CAISELAWTDTQYF. Result: 1 (the TCR binds to the epitope). (4) The epitope is FVDGVPFVV. The TCR CDR3 sequence is CSVNAGAGDYGYTF. Result: 1 (the TCR binds to the epitope). (5) The epitope is RISNCVADY. The TCR CDR3 sequence is CATLGDSQNIQYF. Result: 0 (the TCR does not bind to the epitope). (6) The epitope is QIKVRVKMV. The TCR CDR3 sequence is CASSLMTGELFF. Result: 0 (the TCR does not bind to the epitope). (7) The epitope is YIFFASFYY. The TCR CDR3 sequence is CASSQEGPGTGGFEQFF. Result: 0 (the TCR does not bind to the epitope). (8) The epitope is VLWAHGFEL. The TCR CDR3 sequence is CASSSGWGEGQPQHF. Result: 1 (the TCR binds to the epitope).